This data is from Full USPTO retrosynthesis dataset with 1.9M reactions from patents (1976-2016). The task is: Predict the reactants needed to synthesize the given product. (1) Given the product [F:19][C:16]([F:17])([F:18])[C:13]1[N:11]2[N:12]=[C:7]([N:1]3[CH2:2][CH2:3][N:4]([CH2:20][C:22]4[CH:32]=[CH:31][C:25]([O:26][CH2:27][C:28]([NH2:30])=[O:29])=[CH:24][CH:23]=4)[CH2:5][CH2:6]3)[CH:8]=[CH:9][C:10]2=[N:15][N:14]=1, predict the reactants needed to synthesize it. The reactants are: [N:1]1([C:7]2[CH:8]=[CH:9][C:10]3[N:11]([C:13]([C:16]([F:19])([F:18])[F:17])=[N:14][N:15]=3)[N:12]=2)[CH2:6][CH2:5][NH:4][CH2:3][CH2:2]1.[CH:20]([C:22]1[CH:32]=[CH:31][C:25]([O:26][CH2:27][C:28]([NH2:30])=[O:29])=[CH:24][CH:23]=1)=O. (2) Given the product [C:23]([C:20]([CH3:22])([CH3:21])[CH2:19][CH2:18][CH2:17][CH2:16][C:10]1([CH2:9][CH2:8][CH2:7][CH2:6][C:5]([CH3:29])([CH3:28])[C:4]([OH:30])=[O:3])[S:15][CH2:14][CH2:13][CH2:12][S:11]1)([OH:25])=[O:24], predict the reactants needed to synthesize it. The reactants are: C([O:3][C:4](=[O:30])[C:5]([CH3:29])([CH3:28])[CH2:6][CH2:7][CH2:8][CH2:9][C:10]1([CH2:16][CH2:17][CH2:18][CH2:19][C:20]([C:23]([O:25]CC)=[O:24])([CH3:22])[CH3:21])[S:15][CH2:14][CH2:13][CH2:12][S:11]1)C.[OH-].[K+].Cl. (3) Given the product [CH2:1]([N:3]([C:4]1[CH:9]=[C:8]([O:10][CH3:11])[CH:7]=[CH:6][C:5]=1[CH:12]1[CH2:21][CH2:20][C:19]2[C:14](=[CH:15][CH:16]=[C:17]([O:22][CH3:23])[CH:18]=2)[CH2:13]1)[C:33](=[O:40])[C:34]1[CH:39]=[CH:38][CH:37]=[CH:36][CH:35]=1)[CH3:2], predict the reactants needed to synthesize it. The reactants are: [CH2:1]([NH:3][C:4]1[CH:9]=[C:8]([O:10][CH3:11])[CH:7]=[CH:6][C:5]=1[CH:12]1[CH2:21][CH2:20][C:19]2[C:14](=[CH:15][CH:16]=[C:17]([O:22][CH3:23])[CH:18]=2)[CH2:13]1)[CH3:2].C(N(CC)C(C)C)(C)C.[C:33](Cl)(=[O:40])[C:34]1[CH:39]=[CH:38][CH:37]=[CH:36][CH:35]=1.C(=O)(O)[O-].[Na+]. (4) Given the product [N:5]([C:4]1[CH:6]=[C:7]([C:10]([F:11])([F:12])[F:13])[CH:8]=[CH:9][C:3]=1[O:2][CH3:1])=[C:28]=[S:29], predict the reactants needed to synthesize it. The reactants are: [CH3:1][O:2][C:3]1[CH:9]=[CH:8][C:7]([C:10]([F:13])([F:12])[F:11])=[CH:6][C:4]=1[NH2:5].C(OC1C=CC(C(N)=O)=CC=1N=[C:28]=[S:29])(C)C. (5) Given the product [F:1][C:2]1[C:9]([O:10][CH3:11])=[CH:8][CH:7]=[C:6]([F:12])[C:3]=1[C:4]([NH:14][OH:15])=[NH:5], predict the reactants needed to synthesize it. The reactants are: [F:1][C:2]1[C:9]([O:10][CH3:11])=[CH:8][CH:7]=[C:6]([F:12])[C:3]=1[C:4]#[N:5].Cl.[NH2:14][OH:15].[OH-].[Na+]. (6) Given the product [OH:2][C@:3]1([C@@H:24]2[CH2:28][S:27][C:26](=[O:29])[NH:25]2)[CH2:20][C@H:19]2[CH2:21][C@@H:5]([CH2:6][CH2:7][CH2:8][CH:9]=[CH:10][CH:11]=[CH:12][CH2:13][CH2:14][C:15]([CH3:23])=[CH:16][C:17](=[O:22])[O:18]2)[O:4]1, predict the reactants needed to synthesize it. The reactants are: C[O:2][C@:3]1([C@@H:24]2[CH2:28][S:27][C:26](=[O:29])[N:25]2CC2C=CC(OC)=CC=2)[CH2:20][C@H:19]2[CH2:21][C@@H:5]([CH2:6][CH2:7][CH2:8][CH:9]=[CH:10][CH:11]=[CH:12][CH2:13][CH2:14][C:15]([CH3:23])=[CH:16][C:17](=[O:22])[O:18]2)[O:4]1.CO[C@]1([C@@H]2CSC(=O)N2CC2C=CC(OC)=CC=2)C[C@H]2C[C@@H](CCCC=CCCC(C)=CC(=O)O2)O1.